Dataset: Full USPTO retrosynthesis dataset with 1.9M reactions from patents (1976-2016). Task: Predict the reactants needed to synthesize the given product. (1) Given the product [NH2:7][C@H:8]([C:10]1[CH:11]=[C:12]([OH:16])[CH:13]=[CH:14][CH:15]=1)[CH3:9], predict the reactants needed to synthesize it. The reactants are: C(OC(=O)[NH:7][C@H:8]([C:10]1[CH:15]=[CH:14][CH:13]=[C:12]([O:16]C)[CH:11]=1)[CH3:9])(C)(C)C.B(Br)(Br)Br.CO. (2) Given the product [CH3:1][O:2][C:3]1[CH:4]=[C:5]([NH:15][C:17]2[N:22]=[C:21]([CH3:23])[CH:20]=[C:19]([O:24][C:25]3[CH:26]=[CH:27][C:28]([O:31][C:32]([F:33])([F:34])[F:35])=[CH:29][CH:30]=3)[N:18]=2)[CH:6]=[CH:7][C:8]=1[N:9]1[CH:13]=[C:12]([CH3:14])[N:11]=[CH:10]1, predict the reactants needed to synthesize it. The reactants are: [CH3:1][O:2][C:3]1[CH:4]=[C:5]([NH2:15])[CH:6]=[CH:7][C:8]=1[N:9]1[CH:13]=[C:12]([CH3:14])[N:11]=[CH:10]1.Cl[C:17]1[N:22]=[C:21]([CH3:23])[CH:20]=[C:19]([O:24][C:25]2[CH:30]=[CH:29][C:28]([O:31][C:32]([F:35])([F:34])[F:33])=[CH:27][CH:26]=2)[N:18]=1. (3) Given the product [CH3:17][CH:13]1[CH2:12][N:11]([C:4]2[S:5][C:6]3[C:7](=[O:9])[N:20]=[CH:18][NH:1][C:2]=3[N:3]=2)[CH2:16][CH2:15][O:14]1, predict the reactants needed to synthesize it. The reactants are: [NH2:1][C:2]1[N:3]=[C:4]([N:11]2[CH2:16][CH2:15][O:14][CH:13]([CH3:17])[CH2:12]2)[S:5][C:6]=1[C:7]([O:9]C)=O.[CH:18]([NH2:20])=O. (4) Given the product [CH3:1][C:2]1[C:7]([C:8]([OH:10])=[O:9])=[CH:6][N:5]=[CH:4][N:3]=1, predict the reactants needed to synthesize it. The reactants are: [CH3:1][C:2]1[C:7]([C:8]([O:10]CC)=[O:9])=[CH:6][N:5]=[CH:4][N:3]=1.[OH-].[Na+].Cl.